Dataset: Reaction yield outcomes from USPTO patents with 853,638 reactions. Task: Predict the reaction yield, written as a fraction of the theoretical maximum amount of product (1.0 means a 100% yield; for example, 0.34 means a 34% yield). The reactants are [CH:1]([C:4]1[NH:5][C:6](=O)[C:7]([C:14]#[N:15])=[C:8]2[C:13]=1[CH2:12][CH2:11][CH2:10][CH2:9]2)([CH3:3])[CH3:2].CN([P+](ON1N=NC2C=CC=CC1=2)(N(C)C)N(C)C)C.F[P-](F)(F)(F)(F)F.C(N(C(C)C)CC)(C)C.[NH:53]1[CH2:58][CH2:57][O:56][CH2:55][CH2:54]1. The catalyst is CN(C=O)C. The product is [CH:1]([C:4]1[C:13]2[CH2:12][CH2:11][CH2:10][CH2:9][C:8]=2[C:7]([C:14]#[N:15])=[C:6]([N:53]2[CH2:58][CH2:57][O:56][CH2:55][CH2:54]2)[N:5]=1)([CH3:3])[CH3:2]. The yield is 0.600.